Dataset: Reaction yield outcomes from USPTO patents with 853,638 reactions. Task: Predict the reaction yield, written as a fraction of the theoretical maximum amount of product (1.0 means a 100% yield; for example, 0.34 means a 34% yield). (1) The reactants are [CH2:1]([O:3][C:4](=[O:37])[CH2:5][C:6]1[N:11](C(OC(C)(C)C)=O)[C:10]2[CH:19]=[CH:20][C:21]([N:23]([S:31]([CH3:34])(=[O:33])=[O:32])C(OC(C)(C)C)=O)=[CH:22][C:9]=2[S:8](=[O:36])(=[O:35])[CH:7]=1)[CH3:2].ClCCl.FC(F)(F)C(O)=O. No catalyst specified. The product is [CH2:1]([O:3][C:4](=[O:37])[CH2:5][C:6]1[NH:11][C:10]2[CH:19]=[CH:20][C:21]([NH:23][S:31]([CH3:34])(=[O:33])=[O:32])=[CH:22][C:9]=2[S:8](=[O:36])(=[O:35])[CH:7]=1)[CH3:2]. The yield is 0.860. (2) The reactants are [CH3:1][C:2]1([CH3:29])[C:11]2[C:6](=[CH:7][C:8]([CH3:26])=[C:9]([C:12]3[CH:13]=[C:14](/[CH:19]=[CH:20]/[C:21]([O:23]CC)=[O:22])[CH:15]=[CH:16][C:17]=3[CH3:18])[CH:10]=2)[C:5]([CH3:28])([CH3:27])[CH2:4][CH2:3]1.[OH-].[K+].Cl. The catalyst is CO.O. The product is [CH3:1][C:2]1([CH3:29])[C:11]2[C:6](=[CH:7][C:8]([CH3:26])=[C:9]([C:12]3[CH:13]=[C:14](/[CH:19]=[CH:20]/[C:21]([OH:23])=[O:22])[CH:15]=[CH:16][C:17]=3[CH3:18])[CH:10]=2)[C:5]([CH3:28])([CH3:27])[CH2:4][CH2:3]1. The yield is 0.750.